This data is from Forward reaction prediction with 1.9M reactions from USPTO patents (1976-2016). The task is: Predict the product of the given reaction. Given the reactants Br[C:2]1[C:3]2[C:7]([CH:8]=[CH:9][CH:10]=1)=[N:6][N:5]1[C:11]([CH:16]3[CH2:21][CH2:20][N:19]([C:22]([O:24][C:25]([CH3:28])([CH3:27])[CH3:26])=[O:23])[CH2:18][CH2:17]3)=[CH:12][C:13](=[O:15])[NH:14][C:4]=21.P([O-])([O-])([O-])=O.[K+].[K+].[K+].Br[C:38]1[CH:43]=[C:42](F)[CH:41]=[C:40]([F:45])[CH:39]=1.[O:46]1CCC[CH2:47]1, predict the reaction product. The product is: [F:45][C:40]1[CH:41]=[CH:42][CH:43]=[C:38]([O:46][CH3:47])[C:39]=1[C:2]1[C:3]2[C:7]([CH:8]=[CH:9][CH:10]=1)=[N:6][N:5]1[C:11]([CH:16]3[CH2:17][CH2:18][N:19]([C:22]([O:24][C:25]([CH3:27])([CH3:26])[CH3:28])=[O:23])[CH2:20][CH2:21]3)=[CH:12][C:13](=[O:15])[NH:14][C:4]=21.